From a dataset of Reaction yield outcomes from USPTO patents with 853,638 reactions. Predict the reaction yield, written as a fraction of the theoretical maximum amount of product (1.0 means a 100% yield; for example, 0.34 means a 34% yield). (1) The reactants are [CH3:1][C:2]1([CH3:18])[CH2:11][CH2:10][C:9]([CH3:13])([CH3:12])[C:8]2[CH:7]=[C:6]([NH:14][C:15](=O)[CH3:16])[CH:5]=[CH:4][C:3]1=2.[H-].[Al+3].[Li+].[H-].[H-].[H-].[OH-].[Na+].[O-]S([O-])(=O)=O.[Mg+2]. The catalyst is C1COCC1.O. The product is [CH2:15]([NH:14][C:6]1[CH:5]=[CH:4][C:3]2[C:2]([CH3:18])([CH3:1])[CH2:11][CH2:10][C:9]([CH3:12])([CH3:13])[C:8]=2[CH:7]=1)[CH3:16]. The yield is 0.860. (2) The reactants are B(Br)(Br)Br.CC1(C)[O:10][C@H:9]2[CH2:11][S:12][C@@H:13]([CH2:14][CH2:15][CH2:16][CH2:17][C:18]([O:20]CC3C=CC=CC=3)=[O:19])[C@H:8]2[O:7]1.[Cl-].[NH4+]. The catalyst is C(Cl)Cl. The product is [OH:7][C@H:8]1[C@@H:9]([OH:10])[CH2:11][S:12][C@H:13]1[CH2:14][CH2:15][CH2:16][CH2:17][C:18]([OH:20])=[O:19]. The yield is 0.760. (3) The reactants are Br[C:2]1[CH:11]=[CH:10][C:5]([C:6]([O:8][CH3:9])=[O:7])=[C:4]([Cl:12])[CH:3]=1.[CH3:13][C:14]([CH3:18])([CH3:17])[C:15]#[CH:16]. The catalyst is CCN(CC)CC.CN(C=O)C.[Cu]I.Cl[Pd](Cl)([P](C1C=CC=CC=1)(C1C=CC=CC=1)C1C=CC=CC=1)[P](C1C=CC=CC=1)(C1C=CC=CC=1)C1C=CC=CC=1. The product is [Cl:12][C:4]1[CH:3]=[C:2]([C:16]#[C:15][C:14]([CH3:18])([CH3:17])[CH3:13])[CH:11]=[CH:10][C:5]=1[C:6]([O:8][CH3:9])=[O:7]. The yield is 0.820. (4) The reactants are [C:1]([O:5][C:6]([N:8]1[C:22]2[C:14](=[CH:15][C:16]3[CH:17]=[C:18]([CH2:24][OH:25])[N:19]([CH3:23])[C:20]=3[CH:21]=2)[C:13]2[N:26]([CH2:35][C:36]3[CH:41]=[CH:40][C:39]([O:42][CH3:43])=[CH:38][C:37]=3[O:44][CH3:45])[C:27](=[O:34])[C:28]([C:31]([OH:33])=[O:32])=[C:29]([OH:30])[C:12]=2[CH2:11][CH2:10][CH2:9]1)=[O:7])([CH3:4])([CH3:3])[CH3:2]. The catalyst is C(Cl)Cl.O=[Mn]=O. The product is [C:1]([O:5][C:6]([N:8]1[C:22]2[C:14](=[CH:15][C:16]3[CH:17]=[C:18]([CH:24]=[O:25])[N:19]([CH3:23])[C:20]=3[CH:21]=2)[C:13]2[N:26]([CH2:35][C:36]3[CH:41]=[CH:40][C:39]([O:42][CH3:43])=[CH:38][C:37]=3[O:44][CH3:45])[C:27](=[O:34])[C:28]([C:31]([OH:33])=[O:32])=[C:29]([OH:30])[C:12]=2[CH2:11][CH2:10][CH2:9]1)=[O:7])([CH3:4])([CH3:3])[CH3:2]. The yield is 0.630. (5) The reactants are C(OC([N:8]1[CH2:11][C:10]([NH:13][C:14]2[CH:15]=[C:16]3[C:25](=[CH:26][C:27]=2/[CH:28]=[CH:29]/OCC)[O:24][CH2:23][C:22]2[N:17]3[C@H:18]([CH3:34])[C:19](=[O:33])[NH:20][N:21]=2)([CH3:12])[CH2:9]1)=O)(C)(C)C.[ClH:35]. No catalyst specified. The product is [ClH:35].[CH3:34][C@@H:18]1[C:19](=[O:33])[NH:20][N:21]=[C:22]2[N:17]1[C:16]1[CH:15]=[C:14]3[N:13]([C:10]4([CH3:12])[CH2:9][NH:8][CH2:11]4)[CH:29]=[CH:28][C:27]3=[CH:26][C:25]=1[O:24][CH2:23]2. The yield is 0.910. (6) The reactants are [CH:1]1([CH2:7][CH2:8][CH2:9][C@@H:10]([C:19]2[O:23][N:22]=[C:21]([CH2:24]OS(C3C=CC(C)=CC=3)(=O)=O)[N:20]=2)[CH2:11][C:12]([O:14][C:15]([CH3:18])([CH3:17])[CH3:16])=[O:13])[CH2:6][CH2:5][CH2:4][CH2:3][CH2:2]1.[CH3:36][O:37][CH2:38][CH2:39][CH2:40][NH2:41]. No catalyst specified. The product is [CH:1]1([CH2:7][CH2:8][CH2:9][C@@H:10]([C:19]2[O:23][N:22]=[C:21]([CH2:24][NH:41][CH2:40][CH2:39][CH2:38][O:37][CH3:36])[N:20]=2)[CH2:11][C:12]([O:14][C:15]([CH3:18])([CH3:16])[CH3:17])=[O:13])[CH2:6][CH2:5][CH2:4][CH2:3][CH2:2]1. The yield is 0.970. (7) The reactants are C[O-].[Na+].Br[C:5]1[CH:6]=[C:7]([CH:24]=[C:25]([C:36]([F:39])([F:38])[F:37])[C:26]=1[CH2:27][N:28]1[CH2:33][CH2:32][CH2:31][C@H:30]([NH:34][CH3:35])[CH2:29]1)[C:8]([NH:10][CH2:11][C:12]1[CH:17]=[C:16]([Cl:18])[CH:15]=[CH:14][C:13]=1[S:19]([CH2:22][CH3:23])(=[O:21])=[O:20])=[O:9].[C:40](OCC)(=[O:42])C. The catalyst is CO. The product is [Cl:18][C:16]1[CH:15]=[CH:14][C:13]([S:19]([CH2:22][CH3:23])(=[O:21])=[O:20])=[C:12]([CH2:11][NH:10][C:8](=[O:9])[C:7]2[CH:24]=[C:25]([C:36]([F:39])([F:38])[F:37])[C:26]([CH2:27][N:28]3[CH2:33][CH2:32][CH2:31][C@H:30]([NH:34][CH3:35])[CH2:29]3)=[C:5]([O:42][CH3:40])[CH:6]=2)[CH:17]=1. The yield is 0.880. (8) The reactants are [C:1]([C:4]1[CH:27]=[CH:26][C:7]([O:8][CH2:9][C:10]2[CH:15]=[CH:14][C:13]([CH:16]([OH:25])[C:17]3[CH:18]=[C:19]([CH:22]=[CH:23][CH:24]=3)[C:20]#N)=[CH:12][CH:11]=2)=[C:6]([CH2:28][CH2:29][CH3:30])[C:5]=1[OH:31])(=[O:3])[CH3:2].[OH-:32].[K+].C(O)C.Cl.[OH2:38]. No catalyst specified. The product is [C:1]([C:4]1[CH:27]=[CH:26][C:7]([O:8][CH2:9][C:10]2[CH:15]=[CH:14][C:13]([CH:16]([OH:25])[C:17]3[CH:18]=[C:19]([CH:22]=[CH:23][CH:24]=3)[C:20]([OH:38])=[O:32])=[CH:12][CH:11]=2)=[C:6]([CH2:28][CH2:29][CH3:30])[C:5]=1[OH:31])(=[O:3])[CH3:2]. The yield is 0.750. (9) The reactants are [NH2:1][CH2:2][CH2:3][N:4]1[CH:8]=[C:7]([NH:9][C:10]([C:12]2[CH:13]=[N:14][N:15]3[CH:20]=[CH:19][CH:18]=[N:17][C:16]=23)=[O:11])[C:6]([C:21]2[CH:26]=[C:25]([Cl:27])[CH:24]=[CH:23][C:22]=2[O:28][CH3:29])=[N:5]1.C(N(CC)C(C)C)(C)C.[CH:39]1([C:42](Cl)=[O:43])[CH2:41][CH2:40]1. The catalyst is ClCCl. The product is [Cl:27][C:25]1[CH:24]=[CH:23][C:22]([O:28][CH3:29])=[C:21]([C:6]2[C:7]([NH:9][C:10]([C:12]3[CH:13]=[N:14][N:15]4[CH:20]=[CH:19][CH:18]=[N:17][C:16]=34)=[O:11])=[CH:8][N:4]([CH2:3][CH2:2][NH:1][C:42]([CH:39]3[CH2:41][CH2:40]3)=[O:43])[N:5]=2)[CH:26]=1. The yield is 0.470.